From a dataset of Catalyst prediction with 721,799 reactions and 888 catalyst types from USPTO. Predict which catalyst facilitates the given reaction. (1) Reactant: [Cl:1][C:2]([CH3:7])([CH3:6])[C:3](Cl)=O.[C:8]([NH:11][C:12]([NH:14][C:15]1[C:20]([F:21])=[C:19]([F:22])[C:18]([F:23])=[C:17]([F:24])[C:16]=1[F:25])=[NH:13])(=[NH:10])[NH2:9].C(N(CC)CC)C. Product: [Cl:1][C:2]([C:3]1[N:9]=[C:8]([NH2:10])[N:11]=[C:12]([NH:14][C:15]2[C:16]([F:25])=[C:17]([F:24])[C:18]([F:23])=[C:19]([F:22])[C:20]=2[F:21])[N:13]=1)([CH3:7])[CH3:6]. The catalyst class is: 299. (2) Reactant: [CH:1]([NH:3][C:4]1[CH:8]=[CH:7][S:6][CH:5]=1)=[O:2].C(NC(C)C)(C)C.[Li].[CH3:17][Si:18](Cl)([CH3:20])[CH3:19]. Product: [CH3:17][Si:18]([CH3:20])([CH3:19])[C:5]1[S:6][CH:7]=[CH:8][C:4]=1[NH:3][CH:1]=[O:2]. The catalyst class is: 1.